Dataset: NCI-60 drug combinations with 297,098 pairs across 59 cell lines. Task: Regression. Given two drug SMILES strings and cell line genomic features, predict the synergy score measuring deviation from expected non-interaction effect. (1) Drug 1: C1=CC(=CC=C1CCCC(=O)O)N(CCCl)CCCl. Synergy scores: CSS=21.1, Synergy_ZIP=-3.24, Synergy_Bliss=4.73, Synergy_Loewe=-8.75, Synergy_HSA=0.458. Cell line: OVCAR3. Drug 2: COC1=NC(=NC2=C1N=CN2C3C(C(C(O3)CO)O)O)N. (2) Drug 1: C1CN1C2=NC(=NC(=N2)N3CC3)N4CC4. Drug 2: C(CCl)NC(=O)N(CCCl)N=O. Cell line: MOLT-4. Synergy scores: CSS=74.9, Synergy_ZIP=1.55, Synergy_Bliss=2.16, Synergy_Loewe=-9.60, Synergy_HSA=4.18. (3) Drug 1: C1=CC(=CC=C1CCCC(=O)O)N(CCCl)CCCl. Drug 2: CCC1(CC2CC(C3=C(CCN(C2)C1)C4=CC=CC=C4N3)(C5=C(C=C6C(=C5)C78CCN9C7C(C=CC9)(C(C(C8N6C=O)(C(=O)OC)O)OC(=O)C)CC)OC)C(=O)OC)O.OS(=O)(=O)O. Cell line: K-562. Synergy scores: CSS=59.1, Synergy_ZIP=-3.12, Synergy_Bliss=-4.60, Synergy_Loewe=-23.1, Synergy_HSA=-5.43. (4) Drug 1: CC1CCC2CC(C(=CC=CC=CC(CC(C(=O)C(C(C(=CC(C(=O)CC(OC(=O)C3CCCCN3C(=O)C(=O)C1(O2)O)C(C)CC4CCC(C(C4)OC)O)C)C)O)OC)C)C)C)OC. Drug 2: CCC1(CC2CC(C3=C(CCN(C2)C1)C4=CC=CC=C4N3)(C5=C(C=C6C(=C5)C78CCN9C7C(C=CC9)(C(C(C8N6C)(C(=O)OC)O)OC(=O)C)CC)OC)C(=O)OC)O.OS(=O)(=O)O. Cell line: SK-MEL-28. Synergy scores: CSS=-2.62, Synergy_ZIP=3.86, Synergy_Bliss=3.78, Synergy_Loewe=1.11, Synergy_HSA=-1.20. (5) Drug 1: CN(C)N=NC1=C(NC=N1)C(=O)N. Drug 2: C1=CC(=CC=C1CCCC(=O)O)N(CCCl)CCCl. Cell line: DU-145. Synergy scores: CSS=26.0, Synergy_ZIP=-10.5, Synergy_Bliss=-6.67, Synergy_Loewe=-13.4, Synergy_HSA=-7.77. (6) Drug 1: CN1C(=O)N2C=NC(=C2N=N1)C(=O)N. Drug 2: CC1=C(C(=O)C2=C(C1=O)N3CC4C(C3(C2COC(=O)N)OC)N4)N. Cell line: TK-10. Synergy scores: CSS=6.19, Synergy_ZIP=0.0963, Synergy_Bliss=-0.939, Synergy_Loewe=-16.9, Synergy_HSA=-1.63. (7) Drug 1: CNC(=O)C1=NC=CC(=C1)OC2=CC=C(C=C2)NC(=O)NC3=CC(=C(C=C3)Cl)C(F)(F)F. Drug 2: CCC1(C2=C(COC1=O)C(=O)N3CC4=CC5=C(C=CC(=C5CN(C)C)O)N=C4C3=C2)O.Cl. Cell line: HCT116. Synergy scores: CSS=25.1, Synergy_ZIP=-3.37, Synergy_Bliss=-8.16, Synergy_Loewe=-47.1, Synergy_HSA=-9.78. (8) Drug 1: CC1CCC2CC(C(=CC=CC=CC(CC(C(=O)C(C(C(=CC(C(=O)CC(OC(=O)C3CCCCN3C(=O)C(=O)C1(O2)O)C(C)CC4CCC(C(C4)OC)O)C)C)O)OC)C)C)C)OC. Drug 2: C1=NC(=NC(=O)N1C2C(C(C(O2)CO)O)O)N. Cell line: CAKI-1. Synergy scores: CSS=36.5, Synergy_ZIP=2.96, Synergy_Bliss=3.30, Synergy_Loewe=0.797, Synergy_HSA=2.18. (9) Drug 1: CC1C(C(CC(O1)OC2CC(CC3=C2C(=C4C(=C3O)C(=O)C5=C(C4=O)C(=CC=C5)OC)O)(C(=O)C)O)N)O.Cl. Drug 2: CC=C1C(=O)NC(C(=O)OC2CC(=O)NC(C(=O)NC(CSSCCC=C2)C(=O)N1)C(C)C)C(C)C. Cell line: UACC62. Synergy scores: CSS=66.0, Synergy_ZIP=-3.85, Synergy_Bliss=-0.0573, Synergy_Loewe=-7.56, Synergy_HSA=2.16.